From a dataset of Full USPTO retrosynthesis dataset with 1.9M reactions from patents (1976-2016). Predict the reactants needed to synthesize the given product. Given the product [Cl:1][C:2]1[N:3]=[C:4]([N:11]2[CH2:16][CH2:15][O:14][CH2:13][CH2:12]2)[C:5]2[S:10][C:9]([CH:33]=[O:34])=[CH:8][C:6]=2[N:7]=1, predict the reactants needed to synthesize it. The reactants are: [Cl:1][C:2]1[N:3]=[C:4]([N:11]2[CH2:16][CH2:15][O:14][CH2:13][CH2:12]2)[C:5]2[S:10][CH:9]=[CH:8][C:6]=2[N:7]=1.CN(C)CCN(C)C.C([Li])CCC.CN([CH:33]=[O:34])C.Cl.